This data is from Catalyst prediction with 721,799 reactions and 888 catalyst types from USPTO. The task is: Predict which catalyst facilitates the given reaction. (1) Reactant: [F:1][C:2]([F:9])([F:8])/[CH:3]=[CH:4]/[C:5]([OH:7])=[O:6].[CH3:10][S-:11].[Na+]. Product: [F:1][C:2]([F:9])([F:8])[CH:3]([S:11][CH3:10])[CH2:4][C:5]([OH:7])=[O:6]. The catalyst class is: 5. (2) Reactant: CO[C:3]1[CH:8]=[CH:7][C:6]([CH3:9])=[CH:5][C:4]=1[OH:10].[CH3:11][C:12]([CH3:18])=[CH:13][C:14](OC)=[O:15].O. Product: [CH3:11][C:12]1([CH3:18])[C:5]2[C:6]([CH3:9])=[CH:7][CH:8]=[CH:3][C:4]=2[O:10][C:14](=[O:15])[CH2:13]1. The catalyst class is: 501. (3) Reactant: [Si]([O:8][CH2:9][C@@H:10]([NH:12][C:13]1[CH:18]=[CH:17][CH:16]=[C:15]([Cl:19])[CH:14]=1)[CH3:11])(C(C)(C)C)(C)C.C(=O)=O.CC(C)=O.[C:27]([O:31][C:32](O[C:32]([O:31][C:27]([CH3:30])([CH3:29])[CH3:28])=[O:33])=[O:33])([CH3:30])([CH3:29])[CH3:28].O. Product: [Cl:19][C:15]1[CH:14]=[C:13]([N:12]([C@@H:10]([CH3:11])[CH2:9][OH:8])[C:32](=[O:33])[O:31][C:27]([CH3:30])([CH3:29])[CH3:28])[CH:18]=[CH:17][CH:16]=1. The catalyst class is: 7. (4) Reactant: Cl.[NH2:2]CC1C=C2C(=CC=1)C(=O)N(C1CCC(=O)NC1=O)C2.[N+:22]([C:25]1[CH:26]=[C:27]([N:31]=[C:32]=[O:33])[CH:28]=[CH:29][CH:30]=1)([O-:24])=[O:23]. Product: [N+:22]([C:25]1[CH:26]=[C:27]([NH:31][C:32](=[O:33])[NH2:2])[CH:28]=[CH:29][CH:30]=1)([O-:24])=[O:23]. The catalyst class is: 10. (5) Reactant: [H-].[Na+].[CH2:3]([O:10][C:11]1[CH:16]=[CH:15][C:14]([OH:17])=[CH:13][CH:12]=1)[CH2:4][CH2:5][CH2:6][CH2:7][CH2:8][CH3:9].[O:18]1[CH2:20][CH:19]1[CH2:21][N:22]1[C:30]2[C:25](=[CH:26][C:27]([C:31]#[N:32])=[CH:28][CH:29]=2)[CH:24]=[CH:23]1.[Na+].[Cl-]. Product: [CH2:3]([O:10][C:11]1[CH:16]=[CH:15][C:14]([O:17][CH2:20][CH:19]([OH:18])[CH2:21][N:22]2[C:30]3[C:25](=[CH:26][C:27]([C:31]#[N:32])=[CH:28][CH:29]=3)[CH:24]=[CH:23]2)=[CH:13][CH:12]=1)[CH2:4][CH2:5][CH2:6][CH2:7][CH2:8][CH3:9]. The catalyst class is: 3. (6) Reactant: [C:1]([O:5][C:6](=[O:34])[CH2:7][O:8][C:9]1[C:18]2[CH2:17][CH2:16][CH2:15][C@@H:14]([NH:19][S:20]([C:23]3[CH:28]=[C:27]([C:29]([F:32])([F:31])[F:30])[CH:26]=[C:25]([F:33])[CH:24]=3)(=[O:22])=[O:21])[C:13]=2[CH:12]=[CH:11][CH:10]=1)([CH3:4])([CH3:3])[CH3:2].[C:35](=O)([O-])[O-].[K+].[K+].IC. Product: [C:1]([O:5][C:6](=[O:34])[CH2:7][O:8][C:9]1[C:18]2[CH2:17][CH2:16][CH2:15][C@@H:14]([N:19]([S:20]([C:23]3[CH:28]=[C:27]([C:29]([F:30])([F:31])[F:32])[CH:26]=[C:25]([F:33])[CH:24]=3)(=[O:22])=[O:21])[CH3:35])[C:13]=2[CH:12]=[CH:11][CH:10]=1)([CH3:4])([CH3:2])[CH3:3]. The catalyst class is: 9. (7) Reactant: [CH3:1][O:2][C:3]([C:5]1[O:9][N:8]=[C:7]([OH:10])[CH:6]=1)=[O:4].[C:11]([O-])([O-])=O.[K+].[K+].CI. Product: [CH3:1][O:2][C:3]([C:5]1[O:9][N:8]([CH3:11])[C:7](=[O:10])[CH:6]=1)=[O:4]. The catalyst class is: 692.